This data is from Catalyst prediction with 721,799 reactions and 888 catalyst types from USPTO. The task is: Predict which catalyst facilitates the given reaction. Reactant: [NH2:1][C:2]1[CH:7]=[C:6]([O:8][CH2:9][C:10]2[CH:15]=[CH:14][CH:13]=[CH:12][CH:11]=2)[C:5]([O:16][CH3:17])=[CH:4][C:3]=1[C:18](=[O:20])[CH3:19].C[O-].[Na+].[CH:24](OCC)=O.Cl. Product: [CH2:9]([O:8][C:6]1[CH:7]=[C:2]2[C:3]([C:18]([OH:20])=[CH:19][CH:24]=[N:1]2)=[CH:4][C:5]=1[O:16][CH3:17])[C:10]1[CH:15]=[CH:14][CH:13]=[CH:12][CH:11]=1. The catalyst class is: 149.